From a dataset of Forward reaction prediction with 1.9M reactions from USPTO patents (1976-2016). Predict the product of the given reaction. Given the reactants [F:1][C:2]1[CH:27]=[CH:26][CH:25]=[C:24]([F:28])[C:3]=1[C:4]([NH:6][C:7]1[CH:11]=[CH:10][N:9]([CH2:12][C:13]2[CH:18]=[CH:17][C:16]([OH:19])=[CH:15][C:14]=2[C:20]([F:23])([F:22])[F:21])[N:8]=1)=[O:5].[C:29](=[O:32])([O-])[O-:30].[Cs+].[Cs+].Br.Br[CH2:37][C:38]1[CH:39]=[N:40][CH:41]=[CH:42][CH:43]=1, predict the reaction product. The product is: [F:21][C:20]([F:23])([F:22])[C:29]([OH:30])=[O:32].[F:28][C:24]1[CH:25]=[CH:26][CH:27]=[C:2]([F:1])[C:3]=1[C:4]([NH:6][C:7]1[CH:11]=[CH:10][N:9]([CH2:12][C:13]2[CH:18]=[CH:17][C:16]([O:19][O:30][CH2:37][C:38]3[CH:39]=[N:40][CH:41]=[CH:42][CH:43]=3)=[CH:15][C:14]=2[C:20]([F:23])([F:21])[F:22])[N:8]=1)=[O:5].